This data is from Peptide-MHC class II binding affinity with 134,281 pairs from IEDB. The task is: Regression. Given a peptide amino acid sequence and an MHC pseudo amino acid sequence, predict their binding affinity value. This is MHC class II binding data. (1) The peptide sequence is KSSKPLVGPFNFRFMSKGGM. The MHC is HLA-DPA10301-DPB10402 with pseudo-sequence HLA-DPA10301-DPB10402. The binding affinity (normalized) is 0.573. (2) The peptide sequence is KVTAKGVSEANTCAA. The MHC is DRB5_0101 with pseudo-sequence DRB5_0101. The binding affinity (normalized) is 0.181. (3) The peptide sequence is KQTLIAIHTLAIRYA. The MHC is DRB1_1101 with pseudo-sequence DRB1_1101. The binding affinity (normalized) is 0.855. (4) The peptide sequence is FAVATITHAAELQRV. The MHC is DRB4_0101 with pseudo-sequence DRB4_0103. The binding affinity (normalized) is 0.482. (5) The peptide sequence is SSKAATAKAPGLVPK. The MHC is HLA-DPA10103-DPB10301 with pseudo-sequence HLA-DPA10103-DPB10301. The binding affinity (normalized) is 0.569. (6) The peptide sequence is ASSDITAQLSQLISL. The MHC is DRB1_0701 with pseudo-sequence DRB1_0701. The binding affinity (normalized) is 0.606. (7) The peptide sequence is VTANRAELKALIASN. The MHC is DRB1_1501 with pseudo-sequence DRB1_1501. The binding affinity (normalized) is 0.487. (8) The peptide sequence is VCLSGEGWPYIACRT. The MHC is DRB1_0101 with pseudo-sequence DRB1_0101. The binding affinity (normalized) is 0.0813. (9) The peptide sequence is QRPLVTIKIGGQLKE. The MHC is DRB1_1302 with pseudo-sequence DRB1_1302. The binding affinity (normalized) is 0.0928. (10) The binding affinity (normalized) is 0.573. The peptide sequence is GSLKTALTGAMRVTK. The MHC is HLA-DQA10501-DQB10402 with pseudo-sequence HLA-DQA10501-DQB10402.